From a dataset of Full USPTO retrosynthesis dataset with 1.9M reactions from patents (1976-2016). Predict the reactants needed to synthesize the given product. (1) Given the product [CH3:19][C:6]([N:8]1[CH:12]=[C:11]([C:13]2[CH:14]=[N:15][CH:16]=[CH:17][CH:18]=2)[N:10]=[CH:9]1)([CH3:7])[CH2:5][CH2:4][CH2:3][OH:2], predict the reactants needed to synthesize it. The reactants are: C[O:2][C:3](=O)[CH2:4][CH2:5][C:6]([CH3:19])([N:8]1[CH:12]=[C:11]([C:13]2[CH:14]=[N:15][CH:16]=[CH:17][CH:18]=2)[N:10]=[CH:9]1)[CH3:7].[BH4-].[Na+]. (2) Given the product [NH2:1][C:2]1[N:7]=[C:6]([N:8]2[CH2:20][CH2:19][C:11]3([CH2:15][NH:14][C@H:13]([C:16]([OH:18])=[O:17])[CH2:12]3)[CH2:10][CH2:9]2)[CH:5]=[C:4]([O:21][C@H:22]([C:27]2[CH:32]=[CH:31][C:30]([Cl:33])=[CH:29][C:28]=2[N:34]2[CH:38]=[CH:37][C:36]([CH:39]3[CH2:42][CH2:41]3)=[N:35]2)[C:23]([F:25])([F:24])[F:26])[N:3]=1, predict the reactants needed to synthesize it. The reactants are: [NH2:1][C:2]1[N:7]=[C:6]([N:8]2[CH2:20][CH2:19][C:11]3([CH2:15][NH:14][C@H:13]([C:16]([OH:18])=[O:17])[CH2:12]3)[CH2:10][CH2:9]2)[CH:5]=[C:4]([O:21][C@H:22]([C:27]2[CH:32]=[CH:31][C:30]([Cl:33])=[CH:29][C:28]=2[N:34]2[CH:38]=[CH:37][C:36]([CH3:39])=[N:35]2)[C:23]([F:26])([F:25])[F:24])[N:3]=1.Cl[C:41]1C=CC([C@@H](O)C(F)(F)F)=C(N2C=CC(C3CC3)=N2)[CH:42]=1. (3) Given the product [F:1][C:2]1[CH:7]=[CH:6][C:5]([O:8][CH3:9])=[C:4]([S:10]([Cl:14])(=[O:12])=[O:11])[CH:3]=1, predict the reactants needed to synthesize it. The reactants are: [F:1][C:2]1[CH:7]=[CH:6][C:5]([O:8][CH3:9])=[CH:4][CH:3]=1.[S:10]([Cl:14])(=O)(=[O:12])[OH:11]. (4) Given the product [I:15][CH2:2][CH2:3][CH2:4][CH2:5][CH2:6][C:7]([O:9][C:10]([CH3:13])([CH3:12])[CH3:11])=[O:8], predict the reactants needed to synthesize it. The reactants are: Br[CH2:2][CH2:3][CH2:4][CH2:5][CH2:6][C:7]([O:9][C:10]([CH3:13])([CH3:12])[CH3:11])=[O:8].[Na+].[I-:15]. (5) Given the product [CH2:16]([C:7]1[C:2]([Cl:1])=[N:3][CH:4]=[N:5][C:6]=1[Cl:8])[CH:15]=[CH2:14], predict the reactants needed to synthesize it. The reactants are: [Cl:1][C:2]1[CH:7]=[C:6]([Cl:8])[N:5]=[CH:4][N:3]=1.[Li+].[Cl-].C([Cu])#N.[CH2:14](Br)[CH:15]=[CH2:16]. (6) Given the product [CH:10]1([O:16][C:26]2[C:27]3[C:22](=[CH:21][CH:20]=[CH:19][CH:18]=3)[CH:23]=[CH:24][CH:25]=2)[CH2:15][CH2:14][CH2:13][CH2:12][CH2:11]1, predict the reactants needed to synthesize it. The reactants are: [H-].[Na+].C1(C)C=CC=CC=1.[CH:10]1([OH:16])[CH2:15][CH2:14][CH2:13][CH2:12][CH2:11]1.Br[C:18]1[C:27]2[C:22](=[CH:23][CH:24]=[CH:25][CH:26]=2)[CH:21]=[CH:20][CH:19]=1. (7) Given the product [Cl:1][C:2]1[CH:3]=[C:4]([N:13]([CH3:20])[CH:14]2[CH2:19][CH2:18][O:17][CH2:16][CH2:15]2)[C:5]([CH3:12])=[C:6]([CH:11]=1)[C:7]([O:9][CH3:10])=[O:8], predict the reactants needed to synthesize it. The reactants are: [Cl:1][C:2]1[CH:3]=[C:4]([NH:13][CH:14]2[CH2:19][CH2:18][O:17][CH2:16][CH2:15]2)[C:5]([CH3:12])=[C:6]([CH:11]=1)[C:7]([O:9][CH3:10])=[O:8].[C:20](=O)([O-])[O-].[Cs+].[Cs+].CI.